This data is from Full USPTO retrosynthesis dataset with 1.9M reactions from patents (1976-2016). The task is: Predict the reactants needed to synthesize the given product. (1) Given the product [ClH:29].[O:18]1[CH2:19][CH2:20][N:15]([CH2:14][CH2:13][CH2:12][NH:11][C:8]2[CH:9]=[CH:10][C:5]3[N:6]([C:2](/[CH:21]=[CH:22]/[CH2:23][CH2:24][CH3:25])=[CH:3][N:4]=3)[N:7]=2)[CH2:16][CH2:17]1, predict the reactants needed to synthesize it. The reactants are: Br[C:2]1[N:6]2[N:7]=[C:8]([NH:11][CH2:12][CH2:13][CH2:14][N:15]3[CH2:20][CH2:19][O:18][CH2:17][CH2:16]3)[CH:9]=[CH:10][C:5]2=[N:4][CH:3]=1.[CH:21](/B(O)O)=[CH:22]\[CH2:23][CH2:24][CH3:25].[ClH:29]. (2) Given the product [CH2:33]([N:21]1[CH:22]=[C:23]([C:25]2[CH:30]=[CH:29][C:28]([Cl:31])=[CH:27][C:26]=2[Cl:32])[N:24]=[C:20]1[C@@H:19]([NH:37][C:47](=[O:48])[C:46]1[CH:45]=[CH:44][C:43]([S:40]([CH3:39])(=[O:42])=[O:41])=[CH:51][CH:50]=1)[CH2:18][C:15]1[CH:16]=[CH:17][C:12]([O:11][C:8]2[CH:9]=[CH:10][C:5]([C:4]([OH:3])=[O:38])=[CH:6][CH:7]=2)=[CH:13][CH:14]=1)[CH2:34][CH2:35][CH3:36], predict the reactants needed to synthesize it. The reactants are: Cl.C[O:3][C:4](=[O:38])[C:5]1[CH:10]=[CH:9][C:8]([O:11][C:12]2[CH:17]=[CH:16][C:15]([CH2:18][C@H:19]([NH2:37])[C:20]3[N:21]([CH2:33][CH2:34][CH2:35][CH3:36])[CH:22]=[C:23]([C:25]4[CH:30]=[CH:29][C:28]([Cl:31])=[CH:27][C:26]=4[Cl:32])[N:24]=3)=[CH:14][CH:13]=2)=[CH:7][CH:6]=1.[CH3:39][S:40]([C:43]1[CH:51]=[CH:50][C:46]([C:47](O)=[O:48])=[CH:45][CH:44]=1)(=[O:42])=[O:41]. (3) Given the product [Br:1][C:2]1[CH:3]=[C:4]([CH2:8][CH2:9][CH2:10][CH2:11][OH:12])[CH:5]=[CH:6][CH:7]=1, predict the reactants needed to synthesize it. The reactants are: [Br:1][C:2]1[CH:3]=[C:4]([C:8]#[C:9][CH2:10][CH2:11][OH:12])[CH:5]=[CH:6][CH:7]=1. (4) Given the product [C:1]([O:5][C:6]([N:8]1[CH2:13][CH2:12][CH:11]([CH:14]2[O:23][C:17]3=[CH:18][N:19]=[C:20]([C:29]4[C:25]([CH3:24])=[N:26][O:27][C:28]=4[CH3:33])[CH:21]=[C:16]3[CH2:15]2)[CH2:10][CH2:9]1)=[O:7])([CH3:4])([CH3:3])[CH3:2], predict the reactants needed to synthesize it. The reactants are: [C:1]([O:5][C:6]([N:8]1[CH2:13][CH2:12][CH:11]([CH:14]2[O:23][C:17]3=[CH:18][N:19]=[C:20](Cl)[CH:21]=[C:16]3[CH2:15]2)[CH2:10][CH2:9]1)=[O:7])([CH3:4])([CH3:3])[CH3:2].[CH3:24][C:25]1[C:29](B(O)O)=[C:28]([CH3:33])[O:27][N:26]=1. (5) Given the product [CH:26]1([CH2:25][CH2:24][CH2:23][C@@H:14]([C:12]2[O:11][N:10]=[C:2]([CH2:3][S:4]([CH2:7][CH2:8][CH3:9])(=[O:6])=[O:5])[N:1]=2)[CH2:15][C:16]([O:18][C:19]([CH3:22])([CH3:21])[CH3:20])=[O:17])[CH2:31][CH2:30][CH2:29][CH2:28][CH2:27]1, predict the reactants needed to synthesize it. The reactants are: [NH2:1]/[C:2](=[N:10]\[O:11][C:12]([C@H:14]([CH2:23][CH2:24][CH2:25][CH:26]1[CH2:31][CH2:30][CH2:29][CH2:28][CH2:27]1)[CH2:15][C:16]([O:18][C:19]([CH3:22])([CH3:21])[CH3:20])=[O:17])=O)/[CH2:3][S:4]([CH2:7][CH2:8][CH3:9])(=[O:6])=[O:5]. (6) Given the product [C:45]([O:44][C:42]([N:37]1[CH2:38][C@@H:39]([O:3][S:2]([CH3:1])(=[O:5])=[O:4])[CH2:40][C@@H:36]1[C:34]([OH:35])=[O:33])=[O:43])([CH3:48])([CH3:46])[CH3:47], predict the reactants needed to synthesize it. The reactants are: [CH3:1][S:2]([OH:5])(=[O:4])=[O:3].C(N(CC)CC)C.C1(P(C2C=CC=CC=2)C2C=CC=CC=2)C=CC=CC=1.C[O:33][C:34]([C@H:36]1[CH2:40][C@@H:39](O)[CH2:38][N:37]1[C:42]([O:44][C:45]([CH3:48])([CH3:47])[CH3:46])=[O:43])=[O:35].N(C(OC(C)C)=O)=NC(OC(C)C)=O.